From a dataset of Catalyst prediction with 721,799 reactions and 888 catalyst types from USPTO. Predict which catalyst facilitates the given reaction. (1) Reactant: [Cl:1][C:2]1[CH:7]=[CH:6][C:5](B(O)O)=[CH:4][C:3]=1[C:11]([NH:13][CH2:14][CH2:15][C:16]1[CH:21]=[CH:20][CH:19]=[CH:18][C:17]=1[Cl:22])=[O:12].Br[C:24]1[CH:33]=[CH:32][CH:31]=[CH:30][C:25]=1[C:26]([O:28][CH3:29])=[O:27].C(=O)([O-])[O-].[K+].[K+].O. Product: [Cl:1][C:2]1[CH:7]=[CH:6][C:5]([C:24]2[C:25]([C:26]([O:28][CH3:29])=[O:27])=[CH:30][CH:31]=[CH:32][CH:33]=2)=[CH:4][C:3]=1[C:11]([NH:13][CH2:14][CH2:15][C:16]1[CH:21]=[CH:20][CH:19]=[CH:18][C:17]=1[Cl:22])=[O:12]. The catalyst class is: 184. (2) Reactant: C(O[C:4](=[O:20])[C:5]([C:18]#[N:19])=[CH:6][NH:7][C:8]1[CH:13]=[CH:12][C:11]([O:14][CH3:15])=[C:10]([O:16][CH3:17])[CH:9]=1)C. Product: [CH3:15][O:14][C:11]1[CH:12]=[C:13]2[C:8](=[CH:9][C:10]=1[O:16][CH3:17])[NH:7][CH:6]=[C:5]([C:18]#[N:19])[C:4]2=[O:20]. The catalyst class is: 262. (3) Reactant: CC1C=C(C)C=C(C)C=1S([O-])(=O)=O.[NH2:14][N+:15]1[CH:20]=[CH:19][C:18]([CH3:21])=[CH:17][C:16]=1[O:22][CH2:23][C:24]1[C:29]([F:30])=[CH:28][CH:27]=[CH:26][C:25]=1[F:31].[C:32]([O:37][CH2:38][CH3:39])(=[O:36])[C:33]#[C:34][CH3:35].C(=O)([O-])[O-].[K+].[K+].O. Product: [F:30][C:29]1[CH:28]=[CH:27][CH:26]=[C:25]([F:31])[C:24]=1[CH2:23][O:22][C:16]1[N:15]2[N:14]=[C:34]([CH3:35])[C:33]([C:32]([O:37][CH2:38][CH3:39])=[O:36])=[C:20]2[CH:19]=[C:18]([CH3:21])[CH:17]=1. The catalyst class is: 3.